Dataset: Full USPTO retrosynthesis dataset with 1.9M reactions from patents (1976-2016). Task: Predict the reactants needed to synthesize the given product. (1) The reactants are: Cl.[NH2:2][CH2:3][C:4]([O:6][CH3:7])=[O:5].[C:8](Cl)(=[O:11])[CH2:9][CH3:10].C([O-])([O-])=O.[K+].[K+]. Given the product [C:8]([NH:2][CH2:3][C:4]([O:6][CH3:7])=[O:5])(=[O:11])[CH2:9][CH3:10], predict the reactants needed to synthesize it. (2) Given the product [CH3:31][O:30][C:28]1[CH:27]=[C:26]([O:32][CH3:33])[CH:23]=[C:22]([O:21][CH3:20])[C:29]=1[CH:12]=[CH:11][S:8]([NH:7][C:6]1[CH:15]=[CH:16][C:3]([O:2][CH3:1])=[C:4]([N+:17]([O-:19])=[O:18])[CH:5]=1)(=[O:10])=[O:9], predict the reactants needed to synthesize it. The reactants are: [CH3:1][O:2][C:3]1[CH:16]=[CH:15][C:6]([NH:7][S:8]([CH2:11][C:12](O)=O)(=[O:10])=[O:9])=[CH:5][C:4]=1[N+:17]([O-:19])=[O:18].[CH3:20][O:21][C:22]1[CH:29]=[C:28]([O:30][CH3:31])[CH:27]=[C:26]([O:32][CH3:33])[C:23]=1C=O.C(N)C1C=CC=CC=1.C(OCC)(=O)C. (3) Given the product [CH3:27][O:26][C:23]1[N:22]=[CH:21][C:20]([CH2:19][N:11]2[C:12]3[C:8](=[CH:7][CH:6]=[C:5]([C:3]([O:2][CH3:1])=[O:4])[CH:13]=3)[CH:9]=[CH:10]2)=[CH:25][CH:24]=1, predict the reactants needed to synthesize it. The reactants are: [CH3:1][O:2][C:3]([C:5]1[CH:13]=[C:12]2[C:8]([CH:9]=[CH:10][NH:11]2)=[CH:7][CH:6]=1)=[O:4].CS(O[CH2:19][C:20]1[CH:21]=[N:22][C:23]([O:26][CH3:27])=[CH:24][CH:25]=1)(=O)=O.[H-].[Na+]. (4) Given the product [Br:9][C:6]1[CH:7]=[C:2]([I:1])[CH:3]=[CH:4][C:5]=1[OH:8], predict the reactants needed to synthesize it. The reactants are: [I:1][C:2]1[CH:7]=[CH:6][C:5]([OH:8])=[CH:4][CH:3]=1.[Br:9]Br.S([O-])([O-])(=O)=S.[Na+].[Na+]. (5) Given the product [F:15][C:12]([F:13])([F:14])[C@H:11]([CH3:16])[O:10][C:7]1[N:8]=[CH:9][C:4]([NH2:1])=[CH:5][CH:6]=1, predict the reactants needed to synthesize it. The reactants are: [N+:1]([C:4]1[CH:5]=[CH:6][C:7]([O:10][C@@H:11]([CH3:16])[C:12]([F:15])([F:14])[F:13])=[N:8][CH:9]=1)([O-])=O.[H][H]. (6) Given the product [CH3:34][O:35][C:36]([C:38]1[CH:47]=[C:46]([OH:48])[C:45]2[C:40](=[C:41]([NH2:58])[CH:42]=[C:43]([C:56]#[N:57])[CH:44]=2)[N:39]=1)=[O:37], predict the reactants needed to synthesize it. The reactants are: COC(C1C=C(NS(C2C=CC(C)=CC=2)(=O)=O)C2C(=C(OCC3C=CC=CC=3)C=CC=2)N=1)=O.[CH3:34][O:35][C:36]([C:38]1[CH:47]=[C:46]([O:48]CC2C=CC=CC=2)[C:45]2[C:40](=[C:41]([N+:58]([O-])=O)[CH:42]=[C:43]([C:56]#[N:57])[CH:44]=2)[N:39]=1)=[O:37]. (7) Given the product [CH2:11]1[O:12][C@@H:5]2[C@@H:3]([OH:4])[CH2:2][O:8][C@@H:7]2[C@@H:9]1[OH:10], predict the reactants needed to synthesize it. The reactants are: O[CH2:2][C@@H:3]([C@H:5]([C@@H:7]([C@@H:9]([CH2:11][OH:12])[OH:10])[OH:8])O)[OH:4].C1OC(C(O)CO)[C@@H](O)C1O. (8) Given the product [F:1][C:2]1[CH:14]=[CH:13][C:5]([CH:6]([C:8]2[S:9][CH:10]=[CH:11][CH:12]=2)[OH:7])=[CH:4][CH:3]=1, predict the reactants needed to synthesize it. The reactants are: [F:1][C:2]1[CH:14]=[CH:13][C:5]([C:6]([C:8]2[S:9][CH:10]=[CH:11][CH:12]=2)=[O:7])=[CH:4][CH:3]=1.